This data is from Forward reaction prediction with 1.9M reactions from USPTO patents (1976-2016). The task is: Predict the product of the given reaction. (1) Given the reactants [C:1]1([C:7]2[C:8]3[CH:18]=[CH:17][CH:16]=[CH:15][C:9]=3[NH:10][C:11](=[O:14])[CH2:12][N:13]=2)[CH:6]=[CH:5][CH:4]=[CH:3][CH:2]=1.[CH3:19][O:20][C:21](=[O:30])[CH:22]([C:24]1[CH:29]=[CH:28][CH:27]=[CH:26][CH:25]=1)Br, predict the reaction product. The product is: [CH3:19][O:20][C:21](=[O:30])[CH:22]([N:10]1[C:9]2[CH:15]=[CH:16][CH:17]=[CH:18][C:8]=2[C:7]([C:1]2[CH:2]=[CH:3][CH:4]=[CH:5][CH:6]=2)=[N:13][CH2:12][C:11]1=[O:14])[C:24]1[CH:25]=[CH:26][CH:27]=[CH:28][CH:29]=1. (2) Given the reactants [CH:1]1([OH:7])[CH2:6][CH2:5][CH2:4][CH:3]=[CH:2]1.N1C=CC=CC=1.[C:14](OC(=O)C)(=[O:16])[CH3:15], predict the reaction product. The product is: [C:14]([O:7][CH:1]1[CH2:6][CH2:5][CH2:4][CH:3]=[CH:2]1)(=[O:16])[CH3:15]. (3) Given the reactants CC1(C)C(C)(C)OB([C:9]2[CH2:14][CH2:13][CH:12]([CH2:15][C:16]([O:18][CH2:19][CH3:20])=[O:17])[CH2:11][CH:10]=2)O1.Cl[C:23]1[C:32]2[C:27](=[CH:28][CH:29]=[C:30]([F:33])[CH:31]=2)[N:26]=[CH:25][CH:24]=1.C([O-])([O-])=O.[K+].[K+], predict the reaction product. The product is: [F:33][C:30]1[CH:31]=[C:32]2[C:27](=[CH:28][CH:29]=1)[N:26]=[CH:25][CH:24]=[C:23]2[C:9]1[CH2:14][CH2:13][CH:12]([CH2:15][C:16]([O:18][CH2:19][CH3:20])=[O:17])[CH2:11][CH:10]=1. (4) Given the reactants Br[C:2]1[CH:10]=[C:9]2[C:5]([C:6]([C:15]#[N:16])=[CH:7][N:8]2[CH:11]2[CH2:14][CH2:13][CH2:12]2)=[CH:4][C:3]=1[F:17].B1(B2OC(C)(C)C(C)(C)O2)OC(C)(C)C(C)(C)[O:19]1.C([O-])(=O)C.[K+].OOS([O-])=O.[K+], predict the reaction product. The product is: [CH:11]1([N:8]2[C:9]3[C:5](=[CH:4][C:3]([F:17])=[C:2]([OH:19])[CH:10]=3)[C:6]([C:15]#[N:16])=[CH:7]2)[CH2:14][CH2:13][CH2:12]1. (5) Given the reactants FC(F)(F)C(O)=O.[CH3:8][CH:9]([CH3:26])[CH2:10][C@@H:11]([B:13]1[O:17][C@@H:16]2[CH2:18][C@@H:19]3[CH2:22][C@H:21]([C@:15]2([CH3:25])[O:14]1)[C:20]3([CH3:24])[CH3:23])[NH2:12].F[B-](F)(F)F.N1(OC(N(C)C)=[N+](C)C)C2C=CC=CC=2N=N1.[C:49]([O:53][C:54]([NH:56][C@H:57]([C:65](O)=[O:66])[CH2:58][C:59]1[CH:64]=[CH:63][CH:62]=[CH:61][CH:60]=1)=[O:55])([CH3:52])([CH3:51])[CH3:50].C(N(CC)C(C)C)(C)C, predict the reaction product. The product is: [CH3:8][CH:9]([CH3:26])[CH2:10][C@@H:11]([NH:12][C:65](=[O:66])[CH:57]([NH:56][C:54](=[O:55])[O:53][C:49]([CH3:50])([CH3:51])[CH3:52])[CH2:58][C:59]1[CH:64]=[CH:63][CH:62]=[CH:61][CH:60]=1)[B:13]1[O:17][C@H:16]2[CH2:18][C@@H:19]3[CH2:22][C@H:21]([C@:15]2([CH3:25])[O:14]1)[C:20]3([CH3:24])[CH3:23].